From a dataset of Aqueous solubility values for 9,982 compounds from the AqSolDB database. Regression/Classification. Given a drug SMILES string, predict its absorption, distribution, metabolism, or excretion properties. Task type varies by dataset: regression for continuous measurements (e.g., permeability, clearance, half-life) or binary classification for categorical outcomes (e.g., BBB penetration, CYP inhibition). For this dataset (solubility_aqsoldb), we predict Y. (1) The compound is Clc1cc(Cl)c(Oc2c(Cl)c(Cl)cc(Cl)c2Cl)cc1Cl. The Y is -9.05 log mol/L. (2) The drug is C=Cc1cccc(C)c1. The Y is -3.12 log mol/L. (3) The compound is O=c1ccc2ccccc2o1. The Y is -1.89 log mol/L. (4) The compound is O=C(O)c1cc([N+](=O)[O-])cc([N+](=O)[O-])c1O. The Y is -1.06 log mol/L. (5) The compound is O=C(O)c1cccc(O)c1C(=O)O. The Y is -2.11 log mol/L.